Dataset: Reaction yield outcomes from USPTO patents with 853,638 reactions. Task: Predict the reaction yield, written as a fraction of the theoretical maximum amount of product (1.0 means a 100% yield; for example, 0.34 means a 34% yield). (1) The reactants are Br[C:2]1[C:7]([CH3:8])=[CH:6][C:5]([O:9][CH2:10][C:11]#[C:12][CH2:13][CH3:14])=[CH:4][C:3]=1[CH3:15].C([Li])(CC)C.CCCCCC.CN(C)[CH:29]=[O:30].[Cl-].[NH4+]. The catalyst is O1CCCC1. The product is [CH3:15][C:3]1[CH:4]=[C:5]([O:9][CH2:10][C:11]#[C:12][CH2:13][CH3:14])[CH:6]=[C:7]([CH3:8])[C:2]=1[CH:29]=[O:30]. The yield is 0.110. (2) The yield is 0.510. The reactants are [C:1]1([S:11](Cl)(=[O:13])=[O:12])[C:10]2[C:5](=[CH:6][CH:7]=[CH:8][CH:9]=2)[CH:4]=[CH:3][CH:2]=1.[NH2:15][C:16]1[CH:17]=[CH:18][CH:19]=[C:20]2[C:24]=1[NH:23][CH:22]=[C:21]2CCN(C)C.[CH2:30]([N:32]([CH:36](C)C)[CH:33](C)C)[CH3:31]. The product is [CH3:33][N:32]([CH3:36])[CH2:30][CH2:31][N:23]1[C:24]2[C:20](=[CH:19][CH:18]=[CH:17][C:16]=2[NH:15][S:11]([C:1]2[C:10]3[C:5](=[CH:6][CH:7]=[CH:8][CH:9]=3)[CH:4]=[CH:3][CH:2]=2)(=[O:13])=[O:12])[CH:21]=[CH:22]1. The catalyst is CN(C)C=O. (3) The reactants are [Cl:1][C:2]1[CH:7]=[CH:6][N:5]=[CH:4][CH:3]=1.OS(O)(=O)=O.OO.[CH3:15][NH:16][CH:17]=[O:18]. No catalyst specified. The product is [Cl:1][C:2]1[CH:7]=[CH:6][N:5]=[C:4]([C:17]([NH:16][CH3:15])=[O:18])[CH:3]=1. The yield is 0.0530. (4) The reactants are CN(C)C=O.[CH3:6][C@@:7]1([CH2:10][N:11]2[CH:15]=[C:14]([N+:16]([O-:18])=[O:17])[N:13]=[C:12]2[S:19][C:20]2[CH:25]=[CH:24][CH:23]=[CH:22][C:21]=2[N+:26]([O-:28])=[O:27])[CH2:9][O:8]1.[N:29]1([C:35]([O:37][CH2:38][CH:39]=[CH:40][C:41]2[CH:46]=[CH:45][C:44]([C:47]([F:50])([F:49])[F:48])=[CH:43][CH:42]=2)=[O:36])[CH2:34][CH2:33][NH:32][CH2:31][CH2:30]1.O. The catalyst is C(OCC)(=O)C. The product is [N+:16]([C:14]1[N:13]=[C:12]([S:19][C:20]2[CH:25]=[CH:24][CH:23]=[CH:22][C:21]=2[N+:26]([O-:28])=[O:27])[N:11]([CH2:10][C@:7]([OH:8])([CH3:6])[CH2:9][N:32]2[CH2:31][CH2:30][N:29]([C:35]([O:37][CH2:38][CH:39]=[CH:40][C:41]3[CH:46]=[CH:45][C:44]([C:47]([F:49])([F:50])[F:48])=[CH:43][CH:42]=3)=[O:36])[CH2:34][CH2:33]2)[CH:15]=1)([O-:18])=[O:17]. The yield is 0.870. (5) The reactants are [O:1]1[C:6]2[CH:7]=[CH:8][C:9]([NH:11][C:12]3[O:13][C:14]([C:17]4[CH:22]=[CH:21][CH:20]=[CH:19][C:18]=4[N+:23]([O-])=O)=[CH:15][N:16]=3)=[CH:10][C:5]=2[O:4][CH2:3][CH2:2]1. The catalyst is CO.[Pd]. The product is [NH2:23][C:18]1[CH:19]=[CH:20][CH:21]=[CH:22][C:17]=1[C:14]1[O:13][C:12]([NH:11][C:9]2[CH:8]=[CH:7][C:6]3[O:1][CH2:2][CH2:3][O:4][C:5]=3[CH:10]=2)=[N:16][CH:15]=1. The yield is 0.870. (6) The yield is 0.340. The catalyst is C(OCC)(=O)C. The reactants are [CH3:1][NH:2][CH2:3][CH2:4][NH:5][C:6](=[O:12])[O:7][C:8]([CH3:11])([CH3:10])[CH3:9].[OH:13][C:14]1[CH:22]=[CH:21][CH:20]=[CH:19][C:15]=1[C:16](Cl)=[O:17].N1C=CN=C1.C1CCC(N=C=NC2CCCCC2)CC1. The product is [OH:13][C:14]1[CH:22]=[CH:21][CH:20]=[CH:19][C:15]=1[C:16]([N:2]([CH2:3][CH2:4][NH:5][C:6](=[O:12])[O:7][C:8]([CH3:10])([CH3:9])[CH3:11])[CH3:1])=[O:17].